The task is: Predict the reaction yield, written as a fraction of the theoretical maximum amount of product (1.0 means a 100% yield; for example, 0.34 means a 34% yield).. This data is from Reaction yield outcomes from USPTO patents with 853,638 reactions. The reactants are [CH3:1][C:2]1[CH:7]=[CH:6][C:5]([C:8]2[O:9][CH:10]=[CH:11][N:12]=2)=[CH:4][C:3]=1[C:13]1[CH:18]=[CH:17][C:16]([NH2:19])=[CH:15][CH:14]=1.[CH3:20][N:21]1[CH2:26][CH2:25][CH2:24][CH2:23][CH:22]1[C:27](O)=[O:28].C(Cl)CCl. The catalyst is C(Cl)Cl. The product is [CH3:1][C:2]1[CH:7]=[CH:6][C:5]([C:8]2[O:9][CH:10]=[CH:11][N:12]=2)=[CH:4][C:3]=1[C:13]1[CH:18]=[CH:17][C:16]([NH:19][C:27]([CH:22]2[CH2:23][CH2:24][CH2:25][CH2:26][N:21]2[CH3:20])=[O:28])=[CH:15][CH:14]=1. The yield is 0.250.